Dataset: Full USPTO retrosynthesis dataset with 1.9M reactions from patents (1976-2016). Task: Predict the reactants needed to synthesize the given product. (1) Given the product [F:28][C:22]1[CH:23]=[CH:24][CH:25]=[C:26]([F:27])[C:21]=1[C:20]([NH:19][C:18]1[C:14]([C:11]2[NH:10][C:9]3[CH:8]=[CH:7][CH:6]=[C:5]([C:3]([OH:4])=[O:2])[C:13]=3[N:12]=2)=[N:15][NH:16][CH:17]=1)=[O:29], predict the reactants needed to synthesize it. The reactants are: C[O:2][C:3]([C:5]1[C:13]2[N:12]=[C:11]([C:14]3[C:18]([NH:19][C:20](=[O:29])[C:21]4[C:26]([F:27])=[CH:25][CH:24]=[CH:23][C:22]=4[F:28])=[CH:17][NH:16][N:15]=3)[NH:10][C:9]=2[CH:8]=[CH:7][CH:6]=1)=[O:4].O.[OH-].[Li+]. (2) Given the product [Br:26][CH2:1][C:2]1[C:7](=[O:8])[N:6]([C:9]2[CH:14]=[CH:13][CH:12]=[C:11]([N:15]3[C:16](=[O:21])[CH2:17][CH2:18][C:19]3=[O:20])[CH:10]=2)[C:5]2[N:22]=[CH:23][CH:24]=[CH:25][C:4]=2[N:3]=1, predict the reactants needed to synthesize it. The reactants are: [CH3:1][C:2]1[C:7](=[O:8])[N:6]([C:9]2[CH:14]=[CH:13][CH:12]=[C:11]([N:15]3[C:19](=[O:20])[CH2:18][CH2:17][C:16]3=[O:21])[CH:10]=2)[C:5]2[N:22]=[CH:23][CH:24]=[CH:25][C:4]=2[N:3]=1.[Br:26]N1C(=O)CCC1=O.C(OOC(=O)C1C=CC=CC=1)(=O)C1C=CC=CC=1. (3) Given the product [CH2:1]([O:3][C:4](=[O:7])[CH2:5][N:16]1[CH2:17][CH2:18][CH2:19][C:15]1([CH3:20])[CH3:14])[CH3:2], predict the reactants needed to synthesize it. The reactants are: [CH2:1]([O:3][C:4](=[O:7])[CH2:5]Cl)[CH3:2].C(=O)([O-])[O-].[K+].[K+].[CH3:14][C:15]1([CH3:20])[CH2:19][CH2:18][CH2:17][NH:16]1. (4) Given the product [CH2:1]([C@H:3]([CH2:7][CH2:8][N+:9]([O-:11])=[O:10])[C:4]([NH:20][C@@H:19]([CH2:18][C:17]1[CH:32]=[CH:33][CH:34]=[CH:39][CH:40]=1)[C:48]([O:47][CH3:46])=[O:49])=[O:6])[CH3:2], predict the reactants needed to synthesize it. The reactants are: [CH2:1]([C@H:3]([CH2:7][CH2:8][N+:9]([O-:11])=[O:10])[C:4]([OH:6])=O)[CH3:2].CCN=C=N[CH2:17][CH2:18][CH2:19][N:20](C)C.CCN(C(C)C)C(C)C.[C:32](O)(=O)[CH2:33][C:34]([CH2:39][C:40](O)=O)(C(O)=O)O.C[CH2:46][O:47][C:48](C)=[O:49]. (5) Given the product [ClH:48].[Cl:48][C:46]1[CH:45]=[CH:44][C:42]2[N:43]=[C:39]([C:37]3[CH:36]=[CH:35][C:34]([F:49])=[C:33]([C@:30]4([CH3:32])[C:29]([F:50])([F:51])[C:28]([CH3:53])([CH3:52])[O:27][CH2:26][C:25]([NH2:24])=[N:31]4)[CH:38]=3)[S:40][C:41]=2[CH:47]=1, predict the reactants needed to synthesize it. The reactants are: COC1C=CC(C([NH:24][C:25]2[CH2:26][O:27][C:28]([CH3:53])([CH3:52])[C:29]([F:51])([F:50])[C@:30]([C:33]3[CH:38]=[C:37]([C:39]4[S:40][C:41]5[CH:47]=[C:46]([Cl:48])[CH:45]=[CH:44][C:42]=5[N:43]=4)[CH:36]=[CH:35][C:34]=3[F:49])([CH3:32])[N:31]=2)(C2C=CC(OC)=CC=2)C2C=CC=CC=2)=CC=1.FC(F)(F)C(O)=O.Cl. (6) Given the product [NH2:41][C:17]1[CH:16]=[CH:15][C:14]([O:10][CH2:9][C:8]([F:12])([F:11])[F:7])=[CH:40][C:18]=1[C:19]([NH:21][C:22]1[CH:23]=[CH:24][C:25]([CH2:28][CH2:29][C:30]2[CH:31]=[CH:32][C:33]([C:34]([O:36][CH3:37])=[O:35])=[CH:38][CH:39]=2)=[CH:26][CH:27]=1)=[O:20], predict the reactants needed to synthesize it. The reactants are: C(O[K])(C)(C)C.[F:7][C:8]([F:12])([F:11])[CH2:9][OH:10].F[C:14]1[CH:15]=[CH:16][C:17]([N+:41]([O-])=O)=[C:18]([CH:40]=1)[C:19]([NH:21][C:22]1[CH:27]=[CH:26][C:25]([CH2:28][CH2:29][C:30]2[CH:39]=[CH:38][C:33]([C:34]([O:36][CH3:37])=[O:35])=[CH:32][CH:31]=2)=[CH:24][CH:23]=1)=[O:20].[Cl-].[NH4+].